From a dataset of Full USPTO retrosynthesis dataset with 1.9M reactions from patents (1976-2016). Predict the reactants needed to synthesize the given product. (1) Given the product [C:10]([O:14][C:15]([NH:17][C@H:18]([CH2:23][C:24]1[CH:29]=[C:28]([F:30])[C:27]([F:31])=[CH:26][C:25]=1[F:32])[CH2:19][C:20]([N:41]1[CH2:33][CH2:38][N:37]2[C:1]([O:50][CH3:46])=[N:40][N:39]=[C:36]2[CH2:35]1)=[O:22])=[O:16])([CH3:11])([CH3:12])[CH3:13], predict the reactants needed to synthesize it. The reactants are: [CH:1](N(CC)C(C)C)(C)C.[C:10]([O:14][C:15]([NH:17][C@H:18]([CH2:23][C:24]1[CH:29]=[C:28]([F:30])[C:27]([F:31])=[CH:26][C:25]=1[F:32])[CH2:19][C:20]([OH:22])=O)=[O:16])([CH3:13])([CH3:12])[CH3:11].[CH:33]1[CH:38]=[N:37][C:36]2[N:39](O)[N:40]=[N:41][C:35]=2C=1.CN([C:46]([O:50]N1N=NC2C=CC=NC1=2)=[N+](C)C)C.F[P-](F)(F)(F)(F)F. (2) Given the product [CH2:1]([O:8][C:9]1[CH:10]=[C:11]([CH:12]=[CH:13][CH:14]=1)[O:15][CH2:17][CH2:18][N:19]([CH3:21])[CH3:20])[C:2]1[CH:3]=[CH:4][CH:5]=[CH:6][CH:7]=1, predict the reactants needed to synthesize it. The reactants are: [CH2:1]([O:8][C:9]1[CH:10]=[C:11]([OH:15])[CH:12]=[CH:13][CH:14]=1)[C:2]1[CH:7]=[CH:6][CH:5]=[CH:4][CH:3]=1.Cl[CH2:17][CH2:18][N:19]([CH3:21])[CH3:20].C(=O)([O-])[O-].[Cs+].[Cs+]. (3) Given the product [NH2:9][C:10]1[C:15]2[C:16]([C:19]3[CH:24]=[CH:23][C:22]([NH:25][C:26](=[O:32])[O:27][C:28]([CH3:29])([CH3:30])[CH3:31])=[C:21]([O:33][CH3:34])[CH:20]=3)=[CH:17][O:18][C:14]=2[C:13]([I:1])=[CH:12][N:11]=1, predict the reactants needed to synthesize it. The reactants are: [I:1]N1C(=O)CCC1=O.[NH2:9][C:10]1[C:15]2[C:16]([C:19]3[CH:24]=[CH:23][C:22]([NH:25][C:26](=[O:32])[O:27][C:28]([CH3:31])([CH3:30])[CH3:29])=[C:21]([O:33][CH3:34])[CH:20]=3)=[CH:17][O:18][C:14]=2[CH:13]=[CH:12][N:11]=1.S([O-])([O-])(=O)=S.[Na+].[Na+].